Dataset: Catalyst prediction with 721,799 reactions and 888 catalyst types from USPTO. Task: Predict which catalyst facilitates the given reaction. (1) Reactant: [OH:1][CH2:2][C:3]1[CH:4]=[C:5]([CH:26]=[CH:27][C:28]=1[CH2:29][OH:30])[CH2:6][NH:7][C:8]1[CH:9]=[CH:10][C:11]([CH3:25])=[C:12]([C:14]2[CH:19]=[CH:18][C:17]([C:20](=[O:23])[CH2:21][CH3:22])=[CH:16][C:15]=2[CH3:24])[CH:13]=1.[CH2:31]([Mg]Br)[CH3:32]. Product: [CH2:21]([C:20]([C:17]1[CH:18]=[CH:19][C:14]([C:12]2[C:11]([CH3:25])=[CH:10][CH:9]=[C:8]([NH:7][CH2:6][C:5]3[CH:26]=[CH:27][C:28]([CH2:29][OH:30])=[C:3]([CH2:2][OH:1])[CH:4]=3)[CH:13]=2)=[C:15]([CH3:24])[CH:16]=1)([OH:23])[CH2:31][CH3:32])[CH3:22]. The catalyst class is: 1. (2) Reactant: [F:1][C:2]1[CH:3]=[C:4]([CH2:9][C@H:10]([NH:22]C(=O)OC(C)(C)C)[C:11]2[O:12][C:13]([C:16]3[CH:21]=[CH:20][CH:19]=[CH:18][CH:17]=3)=[N:14][N:15]=2)[CH:5]=[C:6]([F:8])[CH:7]=1.Cl. Product: [F:1][C:2]1[CH:3]=[C:4]([CH2:9][C@@H:10]([C:11]2[O:12][C:13]([C:16]3[CH:21]=[CH:20][CH:19]=[CH:18][CH:17]=3)=[N:14][N:15]=2)[NH2:22])[CH:5]=[C:6]([F:8])[CH:7]=1. The catalyst class is: 71. (3) Reactant: [NH2:1][C:2]1[CH:3]=[CH:4][C:5]([O:8][CH3:9])=[N:6][CH:7]=1.C(N(CC)CC)C.[C:17](=O)([O:23]C(C)(C)C)[O:18][C:19]([CH3:22])([CH3:21])[CH3:20]. Product: [CH3:9][O:8][C:5]1[N:6]=[CH:7][C:2]([NH:1][C:17](=[O:23])[O:18][C:19]([CH3:22])([CH3:21])[CH3:20])=[CH:3][CH:4]=1. The catalyst class is: 12. (4) Reactant: C1(C#CC2CC3(CCNCC3)ON=2)C=CC=CC=1.[F:19][C:20]1[CH:21]=[C:22]([C:26]#[C:27][C:28]2[CH2:42][C:31]3([CH2:34][N:33](C(OC(C)(C)C)=O)[CH2:32]3)[O:30][N:29]=2)[CH:23]=[CH:24][CH:25]=1. Product: [F:19][C:20]1[CH:21]=[C:22]([C:26]#[C:27][C:28]2[CH2:42][C:31]3([CH2:34][NH:33][CH2:32]3)[O:30][N:29]=2)[CH:23]=[CH:24][CH:25]=1. The catalyst class is: 22. (5) Reactant: [N:1]1([CH2:6][CH2:7][NH:8][C:9]2[N:14]=[C:13]([C:15]3[S:19][C:18]4[C:20]([C:24]5[CH:29]=[C:28]([F:30])[CH:27]=[CH:26][C:25]=5C(=O)C)=[CH:21][CH:22]=[CH:23][C:17]=4[CH:16]=3)[C:12]([F:34])=[CH:11][N:10]=2)[CH:5]=[CH:4][N:3]=[N:2]1.C[C:36](C)(C)[C:37]([OH:39])=O.[CH3:42][NH:43][CH2:44][CH2:45]O.C([BH3-])#N. Product: [NH3:1].[N:1]1([CH2:6][CH2:7][NH:8][C:9]2[N:14]=[C:13]([C:15]3[S:19][C:18]4[C:20]([C:24]5[CH:29]=[C:28]([F:30])[CH:27]=[CH:26][C:25]=5[CH:44]([N:43]([CH3:42])[CH2:36][CH2:37][OH:39])[CH3:45])=[CH:21][CH:22]=[CH:23][C:17]=4[CH:16]=3)[C:12]([F:34])=[CH:11][N:10]=2)[CH:5]=[CH:4][N:3]=[N:2]1. The catalyst class is: 12. (6) Reactant: N[C:2]1[CH:7]=[CH:6][C:5]([N:8]2[C:12]3=[N:13][CH:14]=[N:15][C:16]([NH2:17])=[C:11]3[CH:10]=[N:9]2)=[CH:4][CH:3]=1.[CH2:18]([S:22](Cl)(=[O:24])=[O:23])[CH2:19][CH2:20][CH3:21].[N:26]1C=CC=CC=1.CN(C=O)C. Product: [NH2:17][C:16]1[N:15]=[CH:14][N:13]=[C:12]2[N:8]([C:5]3[CH:4]=[C:3]([NH:26][S:22]([CH2:18][CH2:19][CH2:20][CH3:21])(=[O:24])=[O:23])[CH:2]=[CH:7][CH:6]=3)[N:9]=[CH:10][C:11]=12. The catalyst class is: 5. (7) Product: [Cl:26][C:27]1[CH:28]=[C:29]([CH:30]=[CH:31][CH:32]=1)[C:33]([NH:35][C:36]([NH:20][C:19]1[CH:21]=[CH:22][C:16]([O:15][C:6]2[C:5]3[C:10](=[CH:11][C:12]([O:13][CH3:14])=[C:3]([O:2][CH3:1])[CH:4]=3)[N:9]=[CH:8][N:7]=2)=[CH:17][CH:18]=1)=[S:37])=[O:34]. The catalyst class is: 11. Reactant: [CH3:1][O:2][C:3]1[CH:4]=[C:5]2[C:10](=[CH:11][C:12]=1[O:13][CH3:14])[N:9]=[CH:8][N:7]=[C:6]2[O:15][C:16]1[CH:22]=[CH:21][C:19]([NH2:20])=[CH:18][CH:17]=1.C(O)C.[Cl:26][C:27]1[CH:28]=[C:29]([C:33]([N:35]=[C:36]=[S:37])=[O:34])[CH:30]=[CH:31][CH:32]=1.